Dataset: Retrosynthesis with 50K atom-mapped reactions and 10 reaction types from USPTO. Task: Predict the reactants needed to synthesize the given product. (1) Given the product COc1cc(C=O)c(-c2ccc([N+](=O)[O-])cc2C=O)c(OC)c1OC, predict the reactants needed to synthesize it. The reactants are: COc1cc(C=O)c(Br)c(OC)c1OC.O=Cc1cc([N+](=O)[O-])ccc1Cl. (2) The reactants are: C=Cc1ccccc1.OO. Given the product c1ccc(C2CO2)cc1, predict the reactants needed to synthesize it. (3) Given the product CN(C)C=NS(=O)(=O)c1ccccc1S(=O)(=O)c1ccc(CBr)cc1, predict the reactants needed to synthesize it. The reactants are: Cc1ccc(S(=O)(=O)c2ccccc2S(=O)(=O)N=CN(C)C)cc1.O=C1CCC(=O)N1Br. (4) The reactants are: CC(C)(C)OC(=O)N1CCOc2nc(Cl)ccc2C1.O=C(/C=C/c1ccccc1)/C=C/c1ccccc1. Given the product CCOc1ccc2c(n1)OCCN(C(=O)OC(C)(C)C)C2, predict the reactants needed to synthesize it. (5) Given the product COCCn1ccc(NC(=O)c2nc(C)ccc2Nc2cccc(F)c2)n1, predict the reactants needed to synthesize it. The reactants are: COCCn1ccc(NC(=O)c2nc(C)ccc2N)n1.Fc1cccc(Br)c1. (6) Given the product Cc1cnc(/C=N/S(=O)C(C)(C)C)n1C, predict the reactants needed to synthesize it. The reactants are: CC(C)(C)S(N)=O.Cc1cnc(C=O)n1C.